From a dataset of Forward reaction prediction with 1.9M reactions from USPTO patents (1976-2016). Predict the product of the given reaction. (1) Given the reactants Br[C:2]1[C:3](Cl)=[N:4][CH:5]=[C:6]([CH:21]=1)[C:7]([NH:9][C:10]1[CH:15]=[CH:14][C:13]([O:16][C:17]([F:20])([F:19])[F:18])=[CH:12][CH:11]=1)=[O:8].[NH:23]([CH2:27][CH2:28][OH:29])[CH2:24][CH2:25][OH:26].CCN(C(C)C)C(C)C.[N:39]1[CH:44]=[C:43](B(O)O)[CH:42]=[N:41][CH:40]=1, predict the reaction product. The product is: [OH:26][CH2:25][CH2:24][NH:23][CH2:27][CH2:28][O:29][C:3]1[C:2]([C:43]2[CH:44]=[N:39][CH:40]=[N:41][CH:42]=2)=[CH:21][C:6]([C:7]([NH:9][C:10]2[CH:15]=[CH:14][C:13]([O:16][C:17]([F:20])([F:19])[F:18])=[CH:12][CH:11]=2)=[O:8])=[CH:5][N:4]=1. (2) The product is: [Cl:1][C:2]1[CH:3]=[C:4]([C:8]2[N:13]=[C:12]([C:14]3[NH:18][C:17](=[O:19])[O:16][N:15]=3)[CH:11]=[C:10]3[N:20]=[C:21]([C:31]([C:33]4[CH:38]=[CH:37][CH:36]=[CH:35][C:34]=4[F:39])([OH:32])[CH3:40])[N:22]([CH2:23][C@H:24]4[CH2:25][CH2:26][C@H:27]([CH3:30])[CH2:28][CH2:29]4)[C:9]=23)[CH:5]=[N:6][CH:7]=1. Given the reactants [Cl:1][C:2]1[CH:3]=[C:4]([C:8]2[N:13]=[C:12]([C:14]3[NH:18][C:17](=[O:19])[O:16][N:15]=3)[CH:11]=[C:10]3[N:20]=[C:21]([C:31]([C:33]4[CH:38]=[CH:37][CH:36]=[CH:35][C:34]=4[F:39])=[O:32])[N:22]([CH2:23][C@H:24]4[CH2:29][CH2:28][C@H:27]([CH3:30])[CH2:26][CH2:25]4)[C:9]=23)[CH:5]=[N:6][CH:7]=1.[CH3:40][Mg]Br, predict the reaction product. (3) Given the reactants [CH-:1]1[CH:5]=[CH:4][CH:3]=[CH:2]1.[CH-:6]1[CH:10]=[CH:9][CH:8]=[CH:7]1.[Ru+2:11].[C:12](OC(=O)C)(=[O:14])[CH3:13].P(=O)(O)(O)O, predict the reaction product. The product is: [C:12]([C-:1]1[CH:5]=[CH:4][CH:3]=[CH:2]1)(=[O:14])[CH3:13].[CH-:6]1[CH:10]=[CH:9][CH:8]=[CH:7]1.[Ru+2:11]. (4) Given the reactants [NH2:1][C:2]1[CH:7]=[CH:6][CH:5]=[C:4]([O:8][CH2:9][C:10]2[CH:15]=[CH:14][CH:13]=[CH:12][CH:11]=2)[C:3]=1[S:16][C@@H:17]([C:24]1[CH:29]=[CH:28][C:27]([O:30][CH3:31])=[CH:26][CH:25]=1)[C@@H:18]([OH:23])[C:19]([O:21]C)=[O:20].C(=O)(O)[O-].[Na+].O, predict the reaction product. The product is: [NH2:1][C:2]1[CH:7]=[CH:6][CH:5]=[C:4]([O:8][CH2:9][C:10]2[CH:11]=[CH:12][CH:13]=[CH:14][CH:15]=2)[C:3]=1[S:16][C@@H:17]([C:24]1[CH:29]=[CH:28][C:27]([O:30][CH3:31])=[CH:26][CH:25]=1)[C@@H:18]([OH:23])[C:19]([OH:21])=[O:20]. (5) Given the reactants [F:1][C:2]1[CH:3]=[C:4]([CH:39]=[C:40]([F:42])[CH:41]=1)[C:5]([C:7]1[CH:8]=[C:9]2[C:13](=[CH:14][CH:15]=1)[NH:12][N:11]=[C:10]2[NH:16][C:17](=[O:38])[C:18]1[CH:23]=[CH:22][C:21]([N:24]2[CH2:29][CH2:28][N:27]([CH3:30])[CH2:26][CH2:25]2)=[CH:20][C:19]=1[NH:31][CH:32]1[CH2:37][CH2:36][O:35][CH2:34][CH2:33]1)=[O:6].[BH4-].[Na+], predict the reaction product. The product is: [F:1][C:2]1[CH:3]=[C:4]([CH:5]([OH:6])[C:7]2[CH:8]=[C:9]3[C:13](=[CH:14][CH:15]=2)[NH:12][N:11]=[C:10]3[NH:16][C:17](=[O:38])[C:18]2[CH:23]=[CH:22][C:21]([N:24]3[CH2:29][CH2:28][N:27]([CH3:30])[CH2:26][CH2:25]3)=[CH:20][C:19]=2[NH:31][CH:32]2[CH2:37][CH2:36][O:35][CH2:34][CH2:33]2)[CH:39]=[C:40]([F:42])[CH:41]=1. (6) Given the reactants [Br:1][C:2]1[C:3](Cl)=[CH:4][C:5]([C:8]([O:10]C)=[O:9])=[N:6][CH:7]=1.[OH-].[Na+].[ClH:15], predict the reaction product. The product is: [Br:1][C:2]1[CH:3]=[CH:4][C:5]([C:8]([OH:10])=[O:9])=[N:6][C:7]=1[Cl:15]. (7) Given the reactants [F:1][C:2]1[CH:7]=[C:6]([F:8])[CH:5]=[CH:4][C:3]=1[C:9]1[N:10]=[C:11]2[N:15]([C:16]=1I)[CH:14]=[CH:13][S:12]2.C([Mg]Cl)(C)C.I[C:24]1[CH:25]=[CH:26][C:27]2[N:28]([C:30]([CH:33]([CH3:35])[CH3:34])=[N:31][N:32]=2)[N:29]=1.CN(C=O)C, predict the reaction product. The product is: [F:1][C:2]1[CH:7]=[C:6]([F:8])[CH:5]=[CH:4][C:3]=1[C:9]1[N:10]=[C:11]2[N:15]([C:16]=1[C:24]1[CH:25]=[CH:26][C:27]3[N:28]([C:30]([CH:33]([CH3:35])[CH3:34])=[N:31][N:32]=3)[N:29]=1)[CH:14]=[CH:13][S:12]2. (8) Given the reactants [CH2:1]([C:3]1[CH:10]=[CH:9][CH:8]=[C:7]([CH2:11][CH3:12])[C:4]=1[CH:5]=O)[CH3:2].C1(P(C2C=CC=CC=2)C2C=CC=CC=2)C=CC=CC=1.[Br:32][C:33](Br)(Br)[Br:34], predict the reaction product. The product is: [Br:32][C:33]([Br:34])=[CH:5][C:4]1[C:3]([CH2:1][CH3:2])=[CH:10][CH:9]=[CH:8][C:7]=1[CH2:11][CH3:12].